Dataset: Peptide-MHC class I binding affinity with 185,985 pairs from IEDB/IMGT. Task: Regression. Given a peptide amino acid sequence and an MHC pseudo amino acid sequence, predict their binding affinity value. This is MHC class I binding data. (1) The peptide sequence is LLQEKYGLI. The MHC is HLA-A68:01 with pseudo-sequence HLA-A68:01. The binding affinity (normalized) is 0. (2) The peptide sequence is IPRRIRQGL. The MHC is HLA-A03:01 with pseudo-sequence HLA-A03:01. The binding affinity (normalized) is 0. (3) The peptide sequence is FLPSDYFPSV. The MHC is Mamu-B52 with pseudo-sequence Mamu-B52. The binding affinity (normalized) is 0. (4) The peptide sequence is LANETTQAL. The MHC is HLA-A02:11 with pseudo-sequence HLA-A02:11. The binding affinity (normalized) is 0.0847. (5) The peptide sequence is KITGNLVQI. The MHC is HLA-A32:01 with pseudo-sequence HLA-A32:01. The binding affinity (normalized) is 0.269. (6) The peptide sequence is RIRKDFGKR. The MHC is HLA-B46:01 with pseudo-sequence HLA-B46:01. The binding affinity (normalized) is 0.0847. (7) The peptide sequence is FLTNKLLLFA. The MHC is HLA-A02:02 with pseudo-sequence HLA-A02:02. The binding affinity (normalized) is 1.00.